This data is from Experimentally validated miRNA-target interactions with 360,000+ pairs, plus equal number of negative samples. The task is: Binary Classification. Given a miRNA mature sequence and a target amino acid sequence, predict their likelihood of interaction. (1) The miRNA is ath-miR167b with sequence UGAAGCUGCCAGCAUGAUCUA. The protein sequence of the target gene is MIRAFSFPVSPERGRLRGWLEGSLAGLCELHWLRERQEYRVQQALRLAQPGMGGAEAEDEEDAEEDEDAAAARRAAAALEEQLEALPGLIWDLGQQLGDLSLESGGLDQESGRSSGFYEDPSSTGGPDSPPSTFCGDSGFSGSGSYGRLGPSDPRGIYASERPKSLGDASPSAPESVGARVAVPRSFSAPYPTAAAGAETCSSAERRARAGPFLTPSPLHAVALRSPRPSGRVPCGSPDGAASRPLDGYISALLRRRRRRGAGQPRTSPGGADGGARRQNGARPRPPEASPPPGGARPAR.... Result: 0 (no interaction). (2) The miRNA is hsa-miR-1322 with sequence GAUGAUGCUGCUGAUGCUG. The protein sequence of the target gene is MAVSWRSWLANEGVKHLCLLIWLSLNVLLFWKTFLLYNQGPEYYYIHQMLGLGLCLSRASASVLNLNCSLILLPMCRTVLAYLRGSQKVPSRRTRRLLDKSKTLHITCGVTICIFSGVHVAAHLVNALNFSVNYSEDFLELNAARYQNEDPRKLLFTTIPGLTGVCMVVVLFLMVTASTYAIRVSNYDIFWYTHNLFFVFYMLLLLHVSGGLLKYQTNVDTHPPGCISLNQTSSQNMSIPDYVSEHFHGSLPRGFSKLEDRYQKTLVKICLEEPKFQAHFPQTWIWISGPLCLYCAERLY.... Result: 0 (no interaction).